From a dataset of Catalyst prediction with 721,799 reactions and 888 catalyst types from USPTO. Predict which catalyst facilitates the given reaction. (1) Product: [CH3:1][O:2][C:3]([C@H:5]1[CH2:7][C@@H:6]1[C:8]([OH:10])=[O:9])=[O:4]. Reactant: [CH3:1][O:2][C:3]([C@@H:5]1[CH2:7][C@H:6]1[C:8]([OH:10])=[O:9])=[O:4].COC1C=CC2N=CC=C([C@@H](O)[C@H]3N4C[C@H](C=C)[C@@H](CC4)C3)C=2C=1.CC1CCCCC1. The catalyst class is: 21. (2) Reactant: [CH3:1][O:2][C:3]1[CH:12]=[CH:11][C:10]([O:13][CH3:14])=[C:9]2[C:4]=1[CH2:5][CH2:6][CH2:7]/[C:8]/2=[CH:15]\[O:16]C.Cl. Product: [CH3:1][O:2][C:3]1[CH:12]=[CH:11][C:10]([O:13][CH3:14])=[C:9]2[C:4]=1[CH2:5][CH2:6][CH2:7][CH:8]2[CH:15]=[O:16]. The catalyst class is: 5.